Dataset: Full USPTO retrosynthesis dataset with 1.9M reactions from patents (1976-2016). Task: Predict the reactants needed to synthesize the given product. Given the product [CH2:1]([O:3][C:4]1[CH:5]=[C:6]([C:13](=[O:21])[CH2:14][CH2:15][C:16]([NH:36][C:34]2[CH:35]=[C:30]([C:24]3[CH:25]=[CH:26][CH:27]=[CH:28][CH:29]=3)[CH:31]=[C:32]([C:37]3[CH:42]=[CH:41][CH:40]=[CH:39][CH:38]=3)[CH:33]=2)=[O:18])[CH:7]=[CH:8][C:9]=1[O:10][CH2:11][CH3:12])[CH3:2], predict the reactants needed to synthesize it. The reactants are: [CH2:1]([O:3][C:4]1[CH:5]=[C:6]([C:13]([O:21]C)(OC)[CH2:14][CH2:15][C:16]([O-:18])=O)[CH:7]=[CH:8][C:9]=1[O:10][CH2:11][CH3:12])[CH3:2].[K+].[C:24]1([C:30]2[CH:35]=[C:34]([NH2:36])[CH:33]=[C:32]([C:37]3[CH:42]=[CH:41][CH:40]=[CH:39][CH:38]=3)[CH:31]=2)[CH:29]=[CH:28][CH:27]=[CH:26][CH:25]=1.Cl.C(N=C=NCCCN(C)C)C.C1C=CC2N(O)N=NC=2C=1.